Dataset: NCI-60 drug combinations with 297,098 pairs across 59 cell lines. Task: Regression. Given two drug SMILES strings and cell line genomic features, predict the synergy score measuring deviation from expected non-interaction effect. (1) Cell line: CAKI-1. Synergy scores: CSS=7.95, Synergy_ZIP=1.40, Synergy_Bliss=1.66, Synergy_Loewe=-15.2, Synergy_HSA=-5.54. Drug 2: COCCOC1=C(C=C2C(=C1)C(=NC=N2)NC3=CC=CC(=C3)C#C)OCCOC.Cl. Drug 1: COC1=C2C(=CC3=C1OC=C3)C=CC(=O)O2. (2) Drug 1: CC1=C2C(C(=O)C3(C(CC4C(C3C(C(C2(C)C)(CC1OC(=O)C(C(C5=CC=CC=C5)NC(=O)OC(C)(C)C)O)O)OC(=O)C6=CC=CC=C6)(CO4)OC(=O)C)OC)C)OC. Drug 2: CCCCCOC(=O)NC1=NC(=O)N(C=C1F)C2C(C(C(O2)C)O)O. Cell line: HCT116. Synergy scores: CSS=52.9, Synergy_ZIP=3.50, Synergy_Bliss=2.73, Synergy_Loewe=-33.3, Synergy_HSA=2.88. (3) Drug 1: CN1CCC(CC1)COC2=C(C=C3C(=C2)N=CN=C3NC4=C(C=C(C=C4)Br)F)OC. Drug 2: C1C(C(OC1N2C=NC(=NC2=O)N)CO)O. Cell line: SF-539. Synergy scores: CSS=12.4, Synergy_ZIP=-4.12, Synergy_Bliss=-2.87, Synergy_Loewe=-5.21, Synergy_HSA=-4.02. (4) Drug 1: C1CN1P(=S)(N2CC2)N3CC3. Drug 2: C1=CN(C(=O)N=C1N)C2C(C(C(O2)CO)O)O.Cl. Cell line: OVCAR-8. Synergy scores: CSS=44.6, Synergy_ZIP=-3.92, Synergy_Bliss=-2.64, Synergy_Loewe=-0.0157, Synergy_HSA=2.62. (5) Synergy scores: CSS=67.0, Synergy_ZIP=1.31, Synergy_Bliss=1.70, Synergy_Loewe=-22.1, Synergy_HSA=0.0656. Drug 1: CCCCCOC(=O)NC1=NC(=O)N(C=C1F)C2C(C(C(O2)C)O)O. Drug 2: N.N.Cl[Pt+2]Cl. Cell line: SK-MEL-5. (6) Drug 1: CC1=C(C=C(C=C1)NC2=NC=CC(=N2)N(C)C3=CC4=NN(C(=C4C=C3)C)C)S(=O)(=O)N.Cl. Drug 2: C1=CC(=CC=C1C#N)C(C2=CC=C(C=C2)C#N)N3C=NC=N3. Cell line: CAKI-1. Synergy scores: CSS=2.07, Synergy_ZIP=-5.80, Synergy_Bliss=-11.6, Synergy_Loewe=-10.5, Synergy_HSA=-8.58. (7) Drug 1: C1CCC(C1)C(CC#N)N2C=C(C=N2)C3=C4C=CNC4=NC=N3. Drug 2: CC1=C(C=C(C=C1)NC(=O)C2=CC=C(C=C2)CN3CCN(CC3)C)NC4=NC=CC(=N4)C5=CN=CC=C5. Cell line: SK-OV-3. Synergy scores: CSS=4.78, Synergy_ZIP=0.677, Synergy_Bliss=3.90, Synergy_Loewe=-1.42, Synergy_HSA=0.691. (8) Drug 1: C1CCC(CC1)NC(=O)N(CCCl)N=O. Drug 2: CC1=C2C(C(=O)C3(C(CC4C(C3C(C(C2(C)C)(CC1OC(=O)C(C(C5=CC=CC=C5)NC(=O)C6=CC=CC=C6)O)O)OC(=O)C7=CC=CC=C7)(CO4)OC(=O)C)O)C)OC(=O)C. Cell line: TK-10. Synergy scores: CSS=19.7, Synergy_ZIP=-5.24, Synergy_Bliss=4.37, Synergy_Loewe=-4.93, Synergy_HSA=4.55.